Dataset: Catalyst prediction with 721,799 reactions and 888 catalyst types from USPTO. Task: Predict which catalyst facilitates the given reaction. (1) The catalyst class is: 64. Product: [C:1]([O:5][C:6]([N:8]([C:13]1[CH:14]=[C:15]([C:18]([O:20][C@H:29]([C:31]2[CH:36]=[CH:35][C:34]([O:37][CH:38]([F:39])[F:40])=[C:33]([O:41][CH2:42][CH:43]3[CH2:44][CH2:45]3)[CH:32]=2)[CH2:28][C:27]2[C:26]([Cl:46])=[CH:25][N+:24]([O-:47])=[CH:23][C:22]=2[Cl:21])=[O:19])[S:16][CH:17]=1)[S:9]([CH3:12])(=[O:11])=[O:10])=[O:7])([CH3:4])([CH3:2])[CH3:3]. Reactant: [C:1]([O:5][C:6]([N:8]([C:13]1[CH:14]=[C:15]([C:18]([OH:20])=[O:19])[S:16][CH:17]=1)[S:9]([CH3:12])(=[O:11])=[O:10])=[O:7])([CH3:4])([CH3:3])[CH3:2].[Cl:21][C:22]1[CH:23]=[N+:24]([O-:47])[CH:25]=[C:26]([Cl:46])[C:27]=1[CH2:28][C@@H:29]([C:31]1[CH:36]=[CH:35][C:34]([O:37][CH:38]([F:40])[F:39])=[C:33]([O:41][CH2:42][CH:43]2[CH2:45][CH2:44]2)[CH:32]=1)O.C(Cl)CCl. (2) Reactant: [OH:1][C:2]1([CH2:8][N:9]2[CH:13]=[CH:12][C:11]([NH:14][C:15]([CH:17]3[CH:21]([C:22]4[CH:27]=[CH:26][CH:25]=[C:24]([Cl:28])[C:23]=4[F:29])[C:20]([C:32]4[CH:37]=[CH:36][C:35]([Cl:38])=[CH:34][C:33]=4[F:39])([C:30]#[N:31])[CH:19]([CH2:40][C:41]([CH3:44])([CH3:43])[CH3:42])[NH:18]3)=[O:16])=[N:10]2)[CH2:7][CH2:6][NH:5][CH2:4][CH2:3]1.C(=O)([O-])[O-].[Cs+].[Cs+].[C:51]([O:54][C:55]([CH3:58])([CH3:57])[CH3:56])(=[O:53])[CH3:52]. Product: [C:55]([O:54][C:51](=[O:53])[CH2:52][N:5]1[CH2:4][CH2:3][C:2]([CH2:8][N:9]2[CH:13]=[CH:12][C:11]([NH:14][C:15]([C@H:17]3[C@H:21]([C:22]4[CH:27]=[CH:26][CH:25]=[C:24]([Cl:28])[C:23]=4[F:29])[C@:20]([C:32]4[CH:37]=[CH:36][C:35]([Cl:38])=[CH:34][C:33]=4[F:39])([C:30]#[N:31])[C@H:19]([CH2:40][C:41]([CH3:44])([CH3:43])[CH3:42])[NH:18]3)=[O:16])=[N:10]2)([OH:1])[CH2:7][CH2:6]1)([CH3:58])([CH3:57])[CH3:56]. The catalyst class is: 39. (3) Reactant: [C:1]([N:9]=[C:10]=[S:11])(=[O:8])[C:2]1[CH:7]=[CH:6][CH:5]=[CH:4][CH:3]=1.Cl.Cl.[Cl:14][C:15]1[CH:20]=[CH:19][C:18]([CH2:21][C@H:22]([NH2:25])[CH2:23][NH2:24])=[CH:17][CH:16]=1. Product: [NH2:25][C@@H:22]([CH2:21][C:18]1[CH:17]=[CH:16][C:15]([Cl:14])=[CH:20][CH:19]=1)[CH2:23][NH:24][C:10]([NH:9][C:1](=[O:8])[C:2]1[CH:7]=[CH:6][CH:5]=[CH:4][CH:3]=1)=[S:11]. The catalyst class is: 2. (4) Reactant: C([O:3][C:4]([C:6]1[NH:7][C:8]([CH3:17])=[CH:9][C:10]=1[CH2:11][C:12]([O:14]CC)=[O:13])=[O:5])C.[Li+].[OH-].Cl. Product: [C:12]([CH2:11][C:10]1[CH:9]=[C:8]([CH3:17])[NH:7][C:6]=1[C:4]([OH:5])=[O:3])([OH:14])=[O:13]. The catalyst class is: 24. (5) Reactant: C(OC([N:8]1[CH2:13][CH2:12][N:11]2[C:14]([C:24]([F:27])([F:26])[F:25])=[N:15][C:16]([C:17]([CH:19]3[CH2:23][CH2:22][CH2:21][CH2:20]3)=[O:18])=[C:10]2[CH2:9]1)=O)(C)(C)C.Cl. Product: [CH:19]1([C:17]([C:16]2[N:15]=[C:14]([C:24]([F:26])([F:25])[F:27])[N:11]3[CH2:12][CH2:13][NH:8][CH2:9][C:10]=23)=[O:18])[CH2:20][CH2:21][CH2:22][CH2:23]1. The catalyst class is: 13.